Dataset: Forward reaction prediction with 1.9M reactions from USPTO patents (1976-2016). Task: Predict the product of the given reaction. (1) Given the reactants [Br:1][C:2]1[CH:7]=[CH:6][C:5]([C:8](=O)[CH3:9])=[CH:4][CH:3]=1.[CH3:11][O:12][CH2:13][CH2:14][NH2:15].CC1NC(C)=C(C(OCC)=O)CC=1C(OCC)=O.NC(N)=S, predict the reaction product. The product is: [Br:1][C:2]1[CH:7]=[CH:6][C:5]([CH:8]([NH:15][CH2:14][CH2:13][O:12][CH3:11])[CH3:9])=[CH:4][CH:3]=1. (2) Given the reactants [Cl:1][C:2]1[N:11]=[C:10](Cl)[C:9]2[C:4](=[CH:5][C:6]([O:15][CH3:16])=[C:7]([O:13][CH3:14])[CH:8]=2)[N:3]=1.CC1(C)C(C)(C)OB([C:25]2[CH:26]=[C:27]([NH:31][CH:32]=[O:33])[CH:28]=[CH:29][CH:30]=2)O1.C(=O)([O-])[O-].[Na+].[Na+].[Cl-].[Na+], predict the reaction product. The product is: [Cl:1][C:2]1[N:11]=[C:10]([C:25]2[CH:26]=[C:27]([NH:31][CH:32]=[O:33])[CH:28]=[CH:29][CH:30]=2)[C:9]2[C:4](=[CH:5][C:6]([O:15][CH3:16])=[C:7]([O:13][CH3:14])[CH:8]=2)[N:3]=1.